From a dataset of Reaction yield outcomes from USPTO patents with 853,638 reactions. Predict the reaction yield, written as a fraction of the theoretical maximum amount of product (1.0 means a 100% yield; for example, 0.34 means a 34% yield). (1) The reactants are [CH3:1][O:2][C:3]([C:5]1[CH:13]=[C:12]2[C:8]([CH:9]=[N:10][N:11]2[CH:14]([CH3:16])[CH3:15])=[C:7](I)[CH:6]=1)=[O:4].[Br-].[CH3:19][C:20]1[CH:21]=[CH:22][C:23]([Zn+])=[N:24][CH:25]=1. The catalyst is C1COCC1.C1C=CC([P]([Pd]([P](C2C=CC=CC=2)(C2C=CC=CC=2)C2C=CC=CC=2)([P](C2C=CC=CC=2)(C2C=CC=CC=2)C2C=CC=CC=2)[P](C2C=CC=CC=2)(C2C=CC=CC=2)C2C=CC=CC=2)(C2C=CC=CC=2)C2C=CC=CC=2)=CC=1. The product is [CH3:1][O:2][C:3]([C:5]1[CH:13]=[C:12]2[C:8]([CH:9]=[N:10][N:11]2[CH:14]([CH3:16])[CH3:15])=[C:7]([C:23]2[CH:22]=[CH:21][C:20]([CH3:19])=[CH:25][N:24]=2)[CH:6]=1)=[O:4]. The yield is 0.500. (2) The reactants are [NH3:1].Cl[C:3]1[C:8]([CH2:9][C:10]2[CH:15]=[C:14]([Cl:16])[C:13]([O:17][CH3:18])=[CH:12][C:11]=2[CH:19]([CH3:21])[CH3:20])=[CH:7][N:6]=[C:5]([S:22][CH3:23])[N:4]=1. The catalyst is CCO. The product is [Cl:16][C:14]1[C:13]([O:17][CH3:18])=[CH:12][C:11]([CH:19]([CH3:21])[CH3:20])=[C:10]([CH:15]=1)[CH2:9][C:8]1[C:3]([NH2:1])=[N:4][C:5]([S:22][CH3:23])=[N:6][CH:7]=1. The yield is 0.920. (3) The reactants are Cl[C:2]1[N:7]2[N:8]=[C:9]([C:14]3[CH:19]=[CH:18][N:17]=[CH:16][CH:15]=3)[C:10]([C:11](=[O:13])[CH3:12])=[C:6]2[CH:5]=[CH:4][CH:3]=1.C(=O)([O-])[O-].[Cs+].[Cs+].[CH:26]1([NH2:31])[CH2:30][CH2:29][CH2:28][CH2:27]1.C(OCC)(=O)C. The catalyst is C1(C)C=CC=CC=1.C([O-])(=O)C.[Pd+2].C([O-])(=O)C.C1(P(C2C=CC=CC=2)C2C=CC3C(=CC=CC=3)C=2C2C3C(=CC=CC=3)C=CC=2P(C2C=CC=CC=2)C2C=CC=CC=2)C=CC=CC=1.O. The product is [CH:26]1([NH:31][C:2]2[N:7]3[N:8]=[C:9]([C:14]4[CH:19]=[CH:18][N:17]=[CH:16][CH:15]=4)[C:10]([C:11](=[O:13])[CH3:12])=[C:6]3[CH:5]=[CH:4][CH:3]=2)[CH2:30][CH2:29][CH2:28][CH2:27]1. The yield is 0.800. (4) The yield is 0.290. The catalyst is CN1CCCC1=O. The product is [Cl:1][C:2]1[CH:8]=[C:7]([Cl:9])[CH:6]=[C:5]([CH3:10])[C:3]=1[NH:4][C:14]1[N:18]([CH3:19])[C:17]2[C:20]([CH:26]([CH2:29][CH3:30])[CH2:27][CH3:28])=[CH:21][CH:22]=[C:23]([O:24][CH3:25])[C:16]=2[N:15]=1. The reactants are [Cl:1][C:2]1[CH:8]=[C:7]([Cl:9])[CH:6]=[C:5]([CH3:10])[C:3]=1[NH2:4].[H-].[Na+].Cl[C:14]1[N:18]([CH3:19])[C:17]2[C:20]([CH:26]([CH2:29][CH3:30])[CH2:27][CH3:28])=[CH:21][CH:22]=[C:23]([O:24][CH3:25])[C:16]=2[N:15]=1.C(=O)([O-])O.[Na+]. (5) The reactants are [H-].[Na+].[F:3][C:4]1[CH:9]=[CH:8][C:7]([C:10]([CH3:14])([CH3:13])[CH2:11][OH:12])=[CH:6][CH:5]=1.[CH2:15]1COCC1. The catalyst is IC. The product is [F:3][C:4]1[CH:5]=[CH:6][C:7]([C:10]([CH3:14])([CH3:13])[CH2:11][O:12][CH3:15])=[CH:8][CH:9]=1. The yield is 0.790. (6) The reactants are [NH2:1][C:2]([C:4]1[C:5]([F:16])=[C:6]([CH:12]=[CH:13][C:14]=1[F:15])[O:7][CH2:8][C:9]([OH:11])=[O:10])=[O:3].C([O-])([O-])=O.[K+].[K+].O. The catalyst is CN(C=O)C. The product is [NH2:1][C:2]([C:4]1[C:5]([F:16])=[C:6]([CH:12]=[CH:13][C:14]=1[F:15])[O:7][CH2:8][C:9]([O:11][CH2:6][CH2:5][CH2:4][CH2:14][CH2:13][CH3:12])=[O:10])=[O:3]. The yield is 0.600.